Dataset: NCI-60 drug combinations with 297,098 pairs across 59 cell lines. Task: Regression. Given two drug SMILES strings and cell line genomic features, predict the synergy score measuring deviation from expected non-interaction effect. (1) Drug 1: CN1CCC(CC1)COC2=C(C=C3C(=C2)N=CN=C3NC4=C(C=C(C=C4)Br)F)OC. Drug 2: CS(=O)(=O)CCNCC1=CC=C(O1)C2=CC3=C(C=C2)N=CN=C3NC4=CC(=C(C=C4)OCC5=CC(=CC=C5)F)Cl. Cell line: SN12C. Synergy scores: CSS=14.7, Synergy_ZIP=-5.22, Synergy_Bliss=0.250, Synergy_Loewe=0.764, Synergy_HSA=1.55. (2) Drug 1: CS(=O)(=O)C1=CC(=C(C=C1)C(=O)NC2=CC(=C(C=C2)Cl)C3=CC=CC=N3)Cl. Drug 2: C1=NC2=C(N=C(N=C2N1C3C(C(C(O3)CO)O)F)Cl)N. Cell line: NCI-H460. Synergy scores: CSS=39.6, Synergy_ZIP=9.32, Synergy_Bliss=12.8, Synergy_Loewe=1.03, Synergy_HSA=12.2. (3) Drug 1: C1=NC2=C(N=C(N=C2N1C3C(C(C(O3)CO)O)F)Cl)N. Drug 2: C1CNP(=O)(OC1)N(CCCl)CCCl. Cell line: UO-31. Synergy scores: CSS=-1.95, Synergy_ZIP=1.04, Synergy_Bliss=-0.477, Synergy_Loewe=-3.49, Synergy_HSA=-3.54. (4) Drug 1: C1=CC(=CC=C1C#N)C(C2=CC=C(C=C2)C#N)N3C=NC=N3. Drug 2: CCC(=C(C1=CC=CC=C1)C2=CC=C(C=C2)OCCN(C)C)C3=CC=CC=C3.C(C(=O)O)C(CC(=O)O)(C(=O)O)O. Cell line: SNB-75. Synergy scores: CSS=-0.346, Synergy_ZIP=0.771, Synergy_Bliss=2.13, Synergy_Loewe=-1.28, Synergy_HSA=-0.337. (5) Drug 1: CN(CCCl)CCCl.Cl. Drug 2: C1C(C(OC1N2C=NC(=NC2=O)N)CO)O. Cell line: HT29. Synergy scores: CSS=5.35, Synergy_ZIP=-3.63, Synergy_Bliss=-1.22, Synergy_Loewe=-3.78, Synergy_HSA=-1.50.